This data is from Reaction yield outcomes from USPTO patents with 853,638 reactions. The task is: Predict the reaction yield, written as a fraction of the theoretical maximum amount of product (1.0 means a 100% yield; for example, 0.34 means a 34% yield). (1) The reactants are C(O[CH:5]([C:11]1[CH:20]=[CH:19][CH:18]=[C:17]2[C:12]=1[CH:13]=[CH:14][N:15]=[CH:16]2)[C:6]([O:8][CH2:9][CH3:10])=[O:7])(=O)C. The catalyst is C(O)C. The product is [CH:16]1[C:17]2[C:12](=[C:11]([CH2:5][C:6]([O:8][CH2:9][CH3:10])=[O:7])[CH:20]=[CH:19][CH:18]=2)[CH:13]=[CH:14][N:15]=1. The yield is 0.670. (2) The reactants are [CH3:1][O:2][C:3](=[O:22])[C:4]1[CH:9]=[CH:8][C:7]([CH2:10][N:11]2[CH:16]3[CH2:17][CH2:18][CH2:19][CH2:20][CH2:21][N:15]3[CH2:14][CH2:13][CH2:12]2)=[CH:6][CH:5]=1.N1[CH:28]2[CH2:29][CH2:30][CH2:31][CH2:32]CN2CCC1.C(O)CCCCC. No catalyst specified. The product is [CH2:1]([O:2][C:3](=[O:22])[C:4]1[CH:5]=[CH:6][C:7]([CH2:10][N:11]2[CH:16]3[CH2:17][CH2:18][CH2:19][CH2:20][CH2:21][N:15]3[CH2:14][CH2:13][CH2:12]2)=[CH:8][CH:9]=1)[CH2:28][CH2:29][CH2:30][CH2:31][CH3:32]. The yield is 0.820.